Dataset: Catalyst prediction with 721,799 reactions and 888 catalyst types from USPTO. Task: Predict which catalyst facilitates the given reaction. (1) Reactant: C(OC([N:6]1[CH2:11][CH2:10][C:9](=[C:12]2[C:18]3[CH:19]=[CH:20][C:21]([Cl:23])=[CH:22][C:17]=3[C:16]([Br:24])=[CH:15][C:14]3[CH:25]=[CH:26][CH:27]=[CH:28][C:13]2=3)[CH2:8][CH2:7]1)=O)C.Cl.[OH-].[Na+].[C:43]([O:42][C:40](O[C:40]([O:42][C:43]([CH3:46])([CH3:45])[CH3:44])=[O:41])=[O:41])([CH3:46])([CH3:45])[CH3:44]. Product: [C:43]([O:42][C:40]([N:6]1[CH2:11][CH2:10][C:9](=[C:12]2[C:18]3[CH:19]=[CH:20][C:21]([Cl:23])=[CH:22][C:17]=3[C:16]([Br:24])=[CH:15][C:14]3[CH:25]=[CH:26][CH:27]=[CH:28][C:13]2=3)[CH2:8][CH2:7]1)=[O:41])([CH3:44])([CH3:45])[CH3:46]. The catalyst class is: 4. (2) Reactant: Br[C:2]1[CH:3]=[C:4]2[C:9]([NH:10][C@@H:11]([CH2:14][CH:15]([CH3:17])[CH3:16])[CH2:12][OH:13])=[C:8]([C:18]([NH2:20])=[O:19])[CH:7]=[N:6][N:5]2[CH:21]=1.[CH3:22][N:23]([C:25]1[CH:26]=[C:27](B(O)O)[CH:28]=[CH:29][CH:30]=1)[CH3:24].P([O-])([O-])([O-])=O.[K+].[K+].[K+]. Product: [CH3:22][N:23]([CH3:24])[C:25]1[CH:30]=[C:29]([C:2]2[CH:3]=[C:4]3[C:9]([NH:10][C@@H:11]([CH2:14][CH:15]([CH3:17])[CH3:16])[CH2:12][OH:13])=[C:8]([C:18]([NH2:20])=[O:19])[CH:7]=[N:6][N:5]3[CH:21]=2)[CH:28]=[CH:27][CH:26]=1. The catalyst class is: 160. (3) Reactant: [Cl:1][C:2]1[CH:7]=[C:6]([Cl:8])[CH:5]=[CH:4][C:3]=1[C:9]1[N:10]2[N:17]=[C:16]([CH3:18])[C:15]([NH2:19])=[C:11]2[O:12][C:13]=1[CH3:14].C(N(CC)CC)C.[C:27](Cl)(=[O:30])[CH2:28][CH3:29]. Product: [Cl:1][C:2]1[CH:7]=[C:6]([Cl:8])[CH:5]=[CH:4][C:3]=1[C:9]1[N:10]2[N:17]=[C:16]([CH3:18])[C:15]([NH:19][C:27](=[O:30])[CH2:28][CH3:29])=[C:11]2[O:12][C:13]=1[CH3:14]. The catalyst class is: 2. (4) Reactant: [CH2:1]([N:3]([CH2:27][CH3:28])[C:4]([C:6]1[CH:11]=[CH:10][C:9]([C:12]([C:19]2[CH:24]=[CH:23][CH:22]=[C:21]([O:25][CH3:26])[CH:20]=2)=[CH:13][C:14]([O:16][CH2:17][CH3:18])=[O:15])=[CH:8][CH:7]=1)=[O:5])[CH3:2]. Product: [CH2:27]([N:3]([CH2:1][CH3:2])[C:4]([C:6]1[CH:7]=[CH:8][C:9]([CH:12]([C:19]2[CH:24]=[CH:23][CH:22]=[C:21]([O:25][CH3:26])[CH:20]=2)[CH2:13][C:14]([O:16][CH2:17][CH3:18])=[O:15])=[CH:10][CH:11]=1)=[O:5])[CH3:28]. The catalyst class is: 19.